Task: Predict the product of the given reaction.. Dataset: Forward reaction prediction with 1.9M reactions from USPTO patents (1976-2016) (1) Given the reactants [CH2:1]1[C:6]2[NH:7][C:8]3[C:13]([C:5]=2[CH2:4][CH2:3][NH:2]1)=[CH:12][CH:11]=[CH:10][CH:9]=3.[C:14](O)(=[O:21])[C:15]1[CH:20]=[CH:19][CH:18]=[CH:17][CH:16]=1.O.ON1C2C=CC=CC=2N=N1.C(N(C(C)C)CC)(C)C.C(Cl)CCl, predict the reaction product. The product is: [C:14]([N:2]1[CH2:3][CH2:4][C:5]2[C:13]3[C:8](=[CH:9][CH:10]=[CH:11][CH:12]=3)[NH:7][C:6]=2[CH2:1]1)(=[O:21])[C:15]1[CH:20]=[CH:19][CH:18]=[CH:17][CH:16]=1. (2) The product is: [CH3:2][N:4]([CH3:5])[C:22]([C@@H:21]1[CH2:25][C@H:26]([OH:28])[CH2:27][N:20]1[C:18]([O:17][C:13]([CH3:16])([CH3:15])[CH3:14])=[O:19])=[O:23]. Given the reactants Cl.[CH2:2]([N:4]=[C:5]=NCCCN(C)C)C.[C:13]([O:17][C:18]([N:20]1[CH2:27][C@@H:26]([OH:28])[CH2:25][C@H:21]1[C:22](O)=[O:23])=[O:19])([CH3:16])([CH3:15])[CH3:14].O.ON1C2C=CC=CC=2N=N1.CNC.C(=O)([O-])[O-].[K+].[K+], predict the reaction product. (3) Given the reactants [CH3:1][C:2]([CH3:21])([CH3:20])[C:3]([C:5]1[O:6][C:7]2[CH:17]=[CH:16][C:15]([O:18][CH3:19])=[CH:14][C:8]=2[C:9]=1[CH2:10][C:11]([OH:13])=O)=[O:4].[CH:22]1[CH:23]=CC2N(O)N=NC=2[CH:27]=1.[CH2:32](NCCCC)[CH2:33][CH2:34]C.CCN(C(C)C)C(C)C.[CH3:50][N:51]([CH:53]=O)C, predict the reaction product. The product is: [CH3:1][C:2]([CH3:20])([CH3:21])[C:3]([C:5]1[O:6][C:7]2[CH:17]=[CH:16][C:15]([O:18][CH3:19])=[CH:14][C:8]=2[C:9]=1[CH2:10][C:11]([N:51]([CH2:53][CH:33]([CH3:34])[CH3:32])[CH2:50][CH:22]([CH3:23])[CH3:27])=[O:13])=[O:4]. (4) Given the reactants [NH:1]1[C:5]2[CH:6]=[CH:7][CH:8]=[CH:9][C:4]=2[N:3]=[C:2]1[CH:10](O)[CH3:11].[Cl:13]C(Cl)C.S(Cl)(Cl)=O, predict the reaction product. The product is: [Cl:13][CH:10]([C:2]1[NH:3][C:4]2[CH:9]=[CH:8][CH:7]=[CH:6][C:5]=2[N:1]=1)[CH3:11]. (5) Given the reactants [N+:1]([C:4]1[CH:21]=[CH:20][C:19]2[C:18]3[C:13](=[CH:14][CH:15]=[CH:16][CH:17]=3)[C:12]3[C:7](=[CH:8][CH:9]=[CH:10][CH:11]=3)[C:6]=2[CH:5]=1)([O-])=O.NN, predict the reaction product. The product is: [NH2:1][C:4]1[CH:21]=[CH:20][C:19]2[C:18]3[C:13](=[CH:14][CH:15]=[CH:16][CH:17]=3)[C:12]3[C:7](=[CH:8][CH:9]=[CH:10][CH:11]=3)[C:6]=2[CH:5]=1. (6) Given the reactants [CH3:1][O:2][C:3]1[CH:4]=[CH:5][C:6]2[N:10]=[C:9]([CH2:11][O:12][C:13]3[CH:26]=[CH:25][C:16]([CH2:17][CH:18]4[S:22][C:21](=[O:23])[NH:20][C:19]4=[O:24])=[CH:15][CH:14]=3)[N:8]([CH3:27])[C:7]=2[CH:28]=1.[ClH:29], predict the reaction product. The product is: [ClH:29].[CH3:1][O:2][C:3]1[CH:4]=[CH:5][C:6]2[N:10]=[C:9]([CH2:11][O:12][C:13]3[CH:14]=[CH:15][C:16]([CH2:17][CH:18]4[S:22][C:21](=[O:23])[NH:20][C:19]4=[O:24])=[CH:25][CH:26]=3)[N:8]([CH3:27])[C:7]=2[CH:28]=1. (7) Given the reactants [CH3:1][C:2]1[CH:10]=[CH:9][C:5]([CH:6]2[O:8][CH2:7]2)=[CH:4][CH:3]=1.[CH2:11]([NH2:14])[CH2:12][CH3:13], predict the reaction product. The product is: [CH2:11]([NH:14][CH2:7][CH:6]([OH:8])[C:5]1[CH:9]=[CH:10][C:2]([CH3:1])=[CH:3][CH:4]=1)[CH2:12][CH3:13]. (8) Given the reactants [F:1][C:2]1[CH:3]=[N:4][C:5]([O:8][CH:9]2[CH2:12][N:11]([C:13]3[N:34]=[CH:33][C:32]([C:35]([F:38])([F:37])[F:36])=[CH:31][C:14]=3[C:15]([NH:17][C:18]3([C:21]4[CH:30]=[CH:29][C:24]([C:25]([O:27]C)=[O:26])=[CH:23][CH:22]=4)[CH2:20][CH2:19]3)=[O:16])[CH2:10]2)=[N:6][CH:7]=1.[OH-].[Na+], predict the reaction product. The product is: [F:1][C:2]1[CH:3]=[N:4][C:5]([O:8][CH:9]2[CH2:12][N:11]([C:13]3[N:34]=[CH:33][C:32]([C:35]([F:38])([F:36])[F:37])=[CH:31][C:14]=3[C:15]([NH:17][C:18]3([C:21]4[CH:22]=[CH:23][C:24]([C:25]([OH:27])=[O:26])=[CH:29][CH:30]=4)[CH2:19][CH2:20]3)=[O:16])[CH2:10]2)=[N:6][CH:7]=1. (9) The product is: [Si:30]([O:1][C@H:2]1[CH2:6][N:5]([C:7]([O:9][C:10]([CH3:11])([CH3:12])[CH3:13])=[O:8])[C@H:4]([C:14]([O:16][CH2:17][CH3:18])=[O:15])[CH2:3]1)([C:27]([CH3:29])([CH3:28])[CH3:26])([CH3:32])[CH3:31]. Given the reactants [OH:1][C@H:2]1[CH2:6][N:5]([C:7]([O:9][C:10]([CH3:13])([CH3:12])[CH3:11])=[O:8])[C@H:4]([C:14]([O:16][CH2:17][CH3:18])=[O:15])[CH2:3]1.C(N(CC)CC)C.[CH3:26][C:27]([Si:30](Cl)([CH3:32])[CH3:31])([CH3:29])[CH3:28], predict the reaction product. (10) Given the reactants Br[C:2]1[CH:14]=[N:13][C:5]2[NH:6][CH2:7][C:8]([CH3:12])([CH3:11])[N:9]=[CH:10][C:4]=2[CH:3]=1.[CH3:15][N:16]([CH2:21][C:22]1[O:23][C:24]2[CH:31]=[CH:30][CH:29]=[CH:28][C:25]=2[C:26]=1[CH3:27])[C:17](=[O:20])[CH:18]=[CH2:19].C(N(C(C)C)C(C)C)C.CC1C=CC=CC=1P(C1C=CC=CC=1C)C1C=CC=CC=1C, predict the reaction product. The product is: [CH3:11][C:8]1([CH3:12])[CH2:7][NH:6][C:5]2[N:13]=[CH:14][C:2](/[CH:19]=[CH:18]/[C:17]([N:16]([CH3:15])[CH2:21][C:22]3[O:23][C:24]4[CH:31]=[CH:30][CH:29]=[CH:28][C:25]=4[C:26]=3[CH3:27])=[O:20])=[CH:3][C:4]=2[CH:10]=[N:9]1.